From a dataset of Reaction yield outcomes from USPTO patents with 853,638 reactions. Predict the reaction yield, written as a fraction of the theoretical maximum amount of product (1.0 means a 100% yield; for example, 0.34 means a 34% yield). (1) The reactants are [O-:1][C:2]#[N:3].[Na+].[F:5][C:6]1[CH:11]=[CH:10][CH:9]=[CH:8][C:7]=1[NH:12][C:13]1[O:17][C:16]([C:18]([NH:20][C:21]2[CH:22]=[N:23][C:24]([N:27]3[CH2:32][CH2:31][NH:30][CH2:29][CH2:28]3)=[CH:25][CH:26]=2)=[O:19])=[N:15][N:14]=1.C(O)(=O)C.O1CCOCC1. The catalyst is O.C1COCC1. The product is [F:5][C:6]1[CH:11]=[CH:10][CH:9]=[CH:8][C:7]=1[NH:12][C:13]1[O:17][C:16]([C:18]([NH:20][C:21]2[CH:26]=[CH:25][C:24]([N:27]3[CH2:32][CH2:31][N:30]([C:2]([NH2:3])=[O:1])[CH2:29][CH2:28]3)=[N:23][CH:22]=2)=[O:19])=[N:15][N:14]=1. The yield is 0.820. (2) The reactants are [CH2:1]([N:8]([CH2:19][C:20]1[CH:25]=[CH:24][CH:23]=[CH:22][CH:21]=1)[C@@H:9]([C:15](=[O:18])[CH2:16][CH3:17])[C:10]([O:12][CH2:13][CH3:14])=[O:11])[C:2]1[CH:7]=[CH:6][CH:5]=[CH:4][CH:3]=1.[NH4+].[Cl-].[BH4-].[Na+]. The catalyst is CCO.O. The product is [CH2:19]([N:8]([CH2:1][C:2]1[CH:3]=[CH:4][CH:5]=[CH:6][CH:7]=1)[C@@H:9]([C@H:15]([OH:18])[CH2:16][CH3:17])[C:10]([O:12][CH2:13][CH3:14])=[O:11])[C:20]1[CH:21]=[CH:22][CH:23]=[CH:24][CH:25]=1. The yield is 0.550. (3) The reactants are [F:1][C:2]([F:28])([F:27])[C:3]1[CH:4]=[C:5]([CH:20]=[C:21]([C:23]([F:26])([F:25])[F:24])[CH:22]=1)[CH2:6][O:7][C@@:8]12[CH2:13][CH:12]1[CH2:11][NH:10][C@H:9]2[C:14]1[CH:19]=[CH:18][CH:17]=[CH:16][CH:15]=1.[CH3:29][N:30]([CH2:32][C:33]1[NH:37][N:36]=[N:35][C:34]=1[CH:38]=O)[CH3:31].C(O[BH-](OC(=O)C)OC(=O)C)(=O)C.[Na+].Cl.[OH-].[Na+].C(=O)(O)[O-].[Na+]. The catalyst is COCCOC. The product is [F:28][C:2]([F:1])([F:27])[C:3]1[CH:4]=[C:5]([CH:20]=[C:21]([C:23]([F:26])([F:24])[F:25])[CH:22]=1)[CH2:6][O:7][C@@:8]12[CH2:13][CH:12]1[CH2:11][N:10]([CH2:38][C:34]1[N:35]=[N:36][NH:37][C:33]=1[CH2:32][N:30]([CH3:31])[CH3:29])[C@H:9]2[C:14]1[CH:15]=[CH:16][CH:17]=[CH:18][CH:19]=1. The yield is 0.250. (4) The reactants are [CH2:1]([O:8][C:9]1[CH:17]=[C:16]2[C:12]([C:13]([CH:18]3[CH2:22][CH2:21][CH2:20][CH2:19]3)=[N:14][NH:15]2)=[CH:11][CH:10]=1)[C:2]1[CH:7]=[CH:6][CH:5]=[CH:4][CH:3]=1.[OH-].[Na+].Cl[CH2:26][CH2:27][N:28]1[CH2:33][CH2:32][CH2:31][CH2:30][CH2:29]1.C1(C)C=CC=CC=1.O1CCOCC1. The catalyst is CCO. The product is [CH2:1]([O:8][C:9]1[CH:17]=[C:16]2[C:12]([C:13]([CH:18]3[CH2:19][CH2:20][CH2:21][CH2:22]3)=[N:14][N:15]2[CH2:26][CH2:27][N:28]2[CH2:33][CH2:32][CH2:31][CH2:30][CH2:29]2)=[CH:11][CH:10]=1)[C:2]1[CH:3]=[CH:4][CH:5]=[CH:6][CH:7]=1. The yield is 0.0800.